Dataset: Reaction yield outcomes from USPTO patents with 853,638 reactions. Task: Predict the reaction yield, written as a fraction of the theoretical maximum amount of product (1.0 means a 100% yield; for example, 0.34 means a 34% yield). (1) The reactants are [C:1]1([C@@H:7]2[CH2:12][O:11][CH2:10][CH2:9][NH:8]2)[CH:6]=[CH:5][CH:4]=[CH:3][CH:2]=1.CCN(CC)CC.[CH3:20][C:21]([O:24][C:25](O[C:25]([O:24][C:21]([CH3:23])([CH3:22])[CH3:20])=[O:26])=[O:26])([CH3:23])[CH3:22]. The catalyst is C1COCC1. The product is [C:1]1([C@@H:7]2[CH2:12][O:11][CH2:10][CH2:9][N:8]2[C:25]([O:24][C:21]([CH3:23])([CH3:22])[CH3:20])=[O:26])[CH:2]=[CH:3][CH:4]=[CH:5][CH:6]=1. The yield is 0.820. (2) The reactants are Cl[C:2]1[C:7]2[S:8][C:9]3[N:10]=[C:11]([N:21]4[CH2:26][CH2:25][O:24][CH2:23][CH2:22]4)[C:12]4[CH2:13][CH2:14][C:15]([CH3:20])([CH3:19])[CH2:16][C:17]=4[C:18]=3[C:6]=2[N:5]=[CH:4][N:3]=1.[N:27]1([CH2:33][CH2:34][NH2:35])[CH2:32][CH2:31][O:30][CH2:29][CH2:28]1. The catalyst is C(O)C. The product is [CH3:19][C:15]1([CH3:20])[CH2:14][CH2:13][C:12]2[C:11]([N:21]3[CH2:26][CH2:25][O:24][CH2:23][CH2:22]3)=[N:10][C:9]3[S:8][C:7]4[C:6](=[N:5][CH:4]=[N:3][C:2]=4[NH:35][CH2:34][CH2:33][N:27]4[CH2:32][CH2:31][O:30][CH2:29][CH2:28]4)[C:18]=3[C:17]=2[CH2:16]1. The yield is 0.620.